This data is from Full USPTO retrosynthesis dataset with 1.9M reactions from patents (1976-2016). The task is: Predict the reactants needed to synthesize the given product. (1) Given the product [CH2:7]1[CH:8]2[CH:3]([CH2:2][CH2:1][CH2:9][CH2:10]2)[CH2:4][CH2:5][CH2:6]1, predict the reactants needed to synthesize it. The reactants are: [CH2:1]=[CH:2][C:3]1[CH:8]=[CH:7][CH:6]=[CH:5][CH:4]=1.[C:9]1(S(OCCCCCCCCCCCC)(=O)=O)C=CC=C[CH:10]=1.[Na]. (2) Given the product [C:95]([N:103]1[CH2:102][CH2:73][CH:72]=[C:71]([C:54]2[CH:53]=[CH:52][C:51]([C:48]([NH2:49])=[O:50])=[C:56]([NH:23][C:22]3[CH:21]=[CH:20][C:19]([CH2:18][CH2:17][N:12]4[CH2:16][CH2:15][CH2:14][CH2:13]4)=[CH:25][CH:24]=3)[N:55]=2)[CH2:76]1)(=[O:94])[CH:96]=[CH2:97], predict the reactants needed to synthesize it. The reactants are: ClC1N=C(Cl)C=CC=1C(N)=O.[N:12]1([CH2:17][CH2:18][C:19]2[CH:25]=[CH:24][C:22]([NH2:23])=[CH:21][CH:20]=2)[CH2:16][CH2:15][CH2:14][CH2:13]1.CC1(C)C(C)(C)OB(C2CN(C(OC(C)(C)C)=O)CCC=2)O1.[C:48]([C:51]1[CH:52]=[CH:53][C:54]([C:71]2[CH2:76]CN(C(OC(C)(C)C)=O)[CH2:73][CH:72]=2)=[N:55][C:56]=1NC1C=CC(CCN2CCCC2)=CC=1)(=[O:50])[NH2:49].O(C1C=C(C=CC=1)[O:94][C:95]1[N:103]=[CH:102]C(C2CCNCC2)=C[C:96]=1[C:97](N)=O)C1C=CC=CC=1. (3) Given the product [CH3:20][S:21]([O:1][C:2]1[CH:10]=[CH:9][C:8]([I:11])=[C:7]2[C:3]=1[CH2:4][NH:5][C:6]2=[O:12])(=[O:23])=[O:22], predict the reactants needed to synthesize it. The reactants are: [OH:1][C:2]1[CH:10]=[CH:9][C:8]([I:11])=[C:7]2[C:3]=1[CH2:4][NH:5][C:6]2=[O:12].C(N(CC)CC)C.[CH3:20][S:21](Cl)(=[O:23])=[O:22].O. (4) Given the product [O:5]1[C:12](=[CH:13][CH3:14])[C:11]2[CH:15]=[C:6]([O:16][CH3:17])[C:7]([OH:8])=[CH:9][C:10]1=2, predict the reactants needed to synthesize it. The reactants are: C(C1[O:5]C1)Cl.[C:6]1([O:16][CH3:17])[C:7](=[CH:9][CH:10]=[C:11]([CH:15]=1)[CH:12]=[CH:13][CH3:14])[OH:8].[OH-].[Na+].